Dataset: Forward reaction prediction with 1.9M reactions from USPTO patents (1976-2016). Task: Predict the product of the given reaction. (1) Given the reactants [CH2:1]([O:8][C:9]1[C:10](Cl)=[N:11][CH:12]=[CH:13][CH:14]=1)[C:2]1[CH:7]=[CH:6][CH:5]=[CH:4][CH:3]=1.[F:16][C:17]([F:21])([F:20])[CH2:18]O.[H-].[Na+], predict the reaction product. The product is: [CH2:1]([O:8][C:9]1[C:10]([CH2:18][C:17]([F:21])([F:20])[F:16])=[N:11][CH:12]=[CH:13][CH:14]=1)[C:2]1[CH:7]=[CH:6][CH:5]=[CH:4][CH:3]=1. (2) Given the reactants C(OC(=O)[NH:10][CH2:11][CH2:12][C@H:13]([NH:29][C:30]([O:32][C:33]([CH3:36])([CH3:35])[CH3:34])=[O:31])[C:14]([NH:16][CH2:17][CH:18]([OH:28])[CH2:19][NH:20][C:21]([O:23][C:24]([CH3:27])([CH3:26])[CH3:25])=[O:22])=[O:15])C1C=CC=CC=1, predict the reaction product. The product is: [C:24]([O:23][C:21](=[O:22])[NH:20][CH2:19][CH:18]([OH:28])[CH2:17][NH:16][C:14](=[O:15])[C@@H:13]([NH:29][C:30]([O:32][C:33]([CH3:36])([CH3:35])[CH3:34])=[O:31])[CH2:12][CH2:11][NH2:10])([CH3:27])([CH3:25])[CH3:26]. (3) Given the reactants [F:1][C:2]1[CH:3]=[C:4]([CH:15]=[CH:16][C:17]=1[NH:18][C:19](=[O:24])[C:20]([CH3:23])([CH3:22])[CH3:21])[O:5][C:6]1[CH:11]=[CH:10][N:9]=[C:8](C(N)=O)[CH:7]=1.C(#[N:27])C, predict the reaction product. The product is: [NH2:27][C:8]1[CH:7]=[C:6]([O:5][C:4]2[CH:15]=[CH:16][C:17]([NH:18][C:19](=[O:24])[C:20]([CH3:23])([CH3:22])[CH3:21])=[C:2]([F:1])[CH:3]=2)[CH:11]=[CH:10][N:9]=1. (4) Given the reactants [CH3:1][N:2]([CH3:26])[C:3]([C:5]1[CH:6]=[C:7]([C:23](O)=[O:24])[C:8](=[O:22])[N:9]([C:12]2[CH:17]=[CH:16][CH:15]=[C:14]([C:18]([F:21])([F:20])[F:19])[CH:13]=2)[C:10]=1[CH3:11])=[O:4].CN(C(ON1N=NC2C=CC=NC1=2)=[N+](C)C)C.F[P-](F)(F)(F)(F)F.C1C=NC2N(O)N=NC=2C=1.CCN(C(C)C)C(C)C.[CH:70]1([CH2:76][NH2:77])[CH2:75][CH2:74][CH2:73][CH2:72][CH2:71]1, predict the reaction product. The product is: [CH:70]1([CH2:76][NH:77][C:23]([C:7]2[C:8](=[O:22])[N:9]([C:12]3[CH:17]=[CH:16][CH:15]=[C:14]([C:18]([F:19])([F:21])[F:20])[CH:13]=3)[C:10]([CH3:11])=[C:5]([C:3]([N:2]([CH3:26])[CH3:1])=[O:4])[CH:6]=2)=[O:24])[CH2:75][CH2:74][CH2:73][CH2:72][CH2:71]1. (5) Given the reactants C[Si]([N-][Si](C)(C)C)(C)C.[K+].F[C:12]1[CH:17]=[C:16]([CH3:18])[CH:15]=[CH:14][N:13]=1.[CH3:19][CH:20]([CH3:23])[C:21]#[N:22], predict the reaction product. The product is: [CH3:19][C:20]([C:12]1[CH:17]=[C:16]([CH3:18])[CH:15]=[CH:14][N:13]=1)([CH3:23])[C:21]#[N:22]. (6) Given the reactants [NH:1]1[CH2:6][CH2:5][O:4][CH2:3][CH2:2]1.CS(O[CH:12]([C:19]1[CH:24]=[CH:23][C:22]([C:25]2[CH:30]=[CH:29][C:28]([F:31])=[CH:27][C:26]=2[O:32][CH3:33])=[CH:21][CH:20]=1)[C:13]1[CH:18]=[CH:17][N:16]=[CH:15][CH:14]=1)(=O)=O, predict the reaction product. The product is: [F:31][C:28]1[CH:29]=[CH:30][C:25]([C:22]2[CH:21]=[CH:20][C:19]([CH:12]([C:13]3[CH:14]=[CH:15][N:16]=[CH:17][CH:18]=3)[N:1]3[CH2:6][CH2:5][O:4][CH2:3][CH2:2]3)=[CH:24][CH:23]=2)=[C:26]([O:32][CH3:33])[CH:27]=1.